This data is from Reaction yield outcomes from USPTO patents with 853,638 reactions. The task is: Predict the reaction yield, written as a fraction of the theoretical maximum amount of product (1.0 means a 100% yield; for example, 0.34 means a 34% yield). (1) The reactants are [CH2:1]([C:3]1[N:11]=[C:10]([O:12][CH3:13])[C:9]([NH:14][C:15]([N:17]2[CH2:22][CH2:21][N:20]([C:23]3[CH:28]=[CH:27][CH:26]=[C:25]([OH:29])[CH:24]=3)[CH2:19][CH2:18]2)=[O:16])=[CH:8][C:4]=1[C:5]([OH:7])=O)[CH3:2].[CH:30]1[C:43]2[C:34](=[N:35][C:36]3[C:41]([C:42]=2[NH:44][C:45]2[CH:46]=[C:47]([NH:53][C:54](=[O:58])[CH:55]([NH2:57])[CH3:56])[CH:48]=[C:49]([CH2:51][OH:52])[CH:50]=2)=[CH:40][CH:39]=[CH:38][CH:37]=3)[CH:33]=[CH:32][CH:31]=1. No catalyst specified. The product is [CH:40]1[C:41]2[C:36](=[N:35][C:34]3[C:43]([C:42]=2[NH:44][C:45]2[CH:46]=[C:47]([NH:53][C:54]([CH:55]([NH:57][C:5]([C:4]4[CH:8]=[C:9]([NH:14][C:15]([N:17]5[CH2:22][CH2:21][N:20]([C:23]6[CH:28]=[CH:27][CH:26]=[C:25]([OH:29])[CH:24]=6)[CH2:19][CH2:18]5)=[O:16])[C:10]([O:12][CH3:13])=[N:11][C:3]=4[CH2:1][CH3:2])=[O:7])[CH3:56])=[O:58])[CH:48]=[C:49]([CH2:51][OH:52])[CH:50]=2)=[CH:30][CH:31]=[CH:32][CH:33]=3)[CH:37]=[CH:38][CH:39]=1. The yield is 0.419. (2) The reactants are [Br:1][C:2]1[CH:3]=[CH:4][C:5]([F:24])=[C:6]([C@:8]([NH:17][S@:18]([C:20]([CH3:23])([CH3:22])[CH3:21])=[O:19])([CH:14]([F:16])[F:15])[CH2:9][C:10](OC)=[O:11])[CH:7]=1.[BH4-].[Li+].C(OCC)(=O)C.[NH4+].[Cl-]. The catalyst is O1CCCC1. The product is [Br:1][C:2]1[CH:3]=[CH:4][C:5]([F:24])=[C:6]([C@@:8]([NH:17][S@:18]([C:20]([CH3:22])([CH3:21])[CH3:23])=[O:19])([CH2:9][CH2:10][OH:11])[CH:14]([F:16])[F:15])[CH:7]=1. The yield is 0.528. (3) The product is [CH:13]1([O:17][C:18]2[CH:19]=[CH:20][C:21]([N:24]3[C:29](=[O:30])[C:28]([CH2:31][C:32]4[CH:37]=[CH:36][C:35]([C:38]5[CH:43]=[CH:42][CH:41]=[CH:40][C:39]=5[C:44]5[NH:3][C:4](=[O:7])[O:5][N:45]=5)=[CH:34][CH:33]=4)=[C:27]([CH2:46][CH2:47][CH3:48])[N:26]=[C:25]3[CH3:49])=[CH:22][CH:23]=2)[CH2:14][CH2:15][CH2:16]1. The reactants are [Cl-].O[NH3+:3].[C:4](=[O:7])([O-])[OH:5].[Na+].CS(C)=O.[CH:13]1([O:17][C:18]2[CH:23]=[CH:22][C:21]([N:24]3[C:29](=[O:30])[C:28]([CH2:31][C:32]4[CH:37]=[CH:36][C:35]([C:38]5[C:39]([C:44]#[N:45])=[CH:40][CH:41]=[CH:42][CH:43]=5)=[CH:34][CH:33]=4)=[C:27]([CH2:46][CH2:47][CH3:48])[N:26]=[C:25]3[CH3:49])=[CH:20][CH:19]=2)[CH2:16][CH2:15][CH2:14]1. The catalyst is O.C(OCC)(=O)C. The yield is 0.640.